This data is from Full USPTO retrosynthesis dataset with 1.9M reactions from patents (1976-2016). The task is: Predict the reactants needed to synthesize the given product. (1) The reactants are: CCO.[CH3:4][O:5][C:6]([C:8]1[N:9]=[CH:10][C:11]2[C:12](=[O:30])[N:13]([CH2:19][C:20]3[CH:25]=[CH:24][C:23]([O:26][CH3:27])=[CH:22][C:21]=3[O:28][CH3:29])[CH:14]=[CH:15][C:16]=2[C:17]=1[OH:18])=[O:7]. Given the product [CH3:4][O:5][C:6]([C:8]1[N:9]=[CH:10][C:11]2[C:12](=[O:30])[N:13]([CH2:19][C:20]3[CH:25]=[CH:24][C:23]([O:26][CH3:27])=[CH:22][C:21]=3[O:28][CH3:29])[CH2:14][CH2:15][C:16]=2[C:17]=1[OH:18])=[O:7], predict the reactants needed to synthesize it. (2) The reactants are: ClC1C=CC(S([N:11]2C3CCC[CH:12]2[C:13]2C=NN[C:17]=2[CH:18]3F)(=O)=O)=CC=1.[C:24]([O-:27])(=[O:26])[CH3:25].[Na+].[C:29]([O:33][C:34]([CH3:37])([CH3:36])[CH3:35])(=[O:32])[CH:30]=[CH2:31].[C:38]1(C)C=CC=CC=1. Given the product [CH3:38][O:26][C:24]([C:25]1[CH:18]=[CH:17][CH:13]=[C:12]([CH:31]=[CH:30][C:29]([O:33][C:34]([CH3:37])([CH3:36])[CH3:35])=[O:32])[N:11]=1)=[O:27], predict the reactants needed to synthesize it. (3) Given the product [CH3:24][C:21]1[CH:22]=[CH:23][C:18]([NH:15][C@@H:10]2[CH2:11][CH2:12][CH2:13][CH2:14][C@H:9]2[NH2:16])=[CH:19][CH:20]=1, predict the reactants needed to synthesize it. The reactants are: [O-]P([O-])([O-])=O.[K+].[K+].[K+].[C@@H:9]1([NH2:16])[CH2:14][CH2:13][CH2:12][CH2:11][C@H:10]1[NH2:15].Br[C:18]1[CH:23]=[CH:22][C:21]([CH3:24])=[CH:20][CH:19]=1. (4) Given the product [CH2:16]([O:18][C:19](=[O:39])[C:20]([O:24][C:25]1[CH:30]=[CH:29][CH:28]=[C:27]([CH2:31][CH2:32][CH2:33][N:8]2[C:9](=[O:11])[C:10]3[N:2]([CH3:1])[N:3]=[C:4]([CH2:13][CH2:14][CH3:15])[C:5]=3[N:6]=[C:7]2[CH3:12])[CH:26]=1)([CH3:23])[CH2:21][CH3:22])[CH3:17], predict the reactants needed to synthesize it. The reactants are: [CH3:1][N:2]1[C:10]2[C:9](=[O:11])[NH:8][C:7]([CH3:12])=[N:6][C:5]=2[C:4]([CH2:13][CH2:14][CH3:15])=[N:3]1.[CH2:16]([O:18][C:19](=[O:39])[C:20]([O:24][C:25]1[CH:30]=[CH:29][CH:28]=[C:27]([CH2:31][CH2:32][CH2:33]OS(C)(=O)=O)[CH:26]=1)([CH3:23])[CH2:21][CH3:22])[CH3:17]. (5) Given the product [C:1]([C:5]1[O:6][C:7]([C:10]2[C:14]([CH:15]=[C:16]=[CH2:17])=[C:13]([C:22]3[CH:27]=[CH:26][C:25]([Cl:28])=[CH:24][CH:23]=3)[N:12]([C:29]3[CH:34]=[CH:33][C:32]([Cl:35])=[CH:31][C:30]=3[Cl:36])[N:11]=2)=[N:8][N:9]=1)([CH3:4])([CH3:2])[CH3:3], predict the reactants needed to synthesize it. The reactants are: [C:1]([C:5]1[O:6][C:7]([C:10]2[C:14]([CH2:15][C:16]#[C:17][Si](C)(C)C)=[C:13]([C:22]3[CH:27]=[CH:26][C:25]([Cl:28])=[CH:24][CH:23]=3)[N:12]([C:29]3[CH:34]=[CH:33][C:32]([Cl:35])=[CH:31][C:30]=3[Cl:36])[N:11]=2)=[N:8][N:9]=1)([CH3:4])([CH3:3])[CH3:2].[F-].C([N+](CCCC)(CCCC)CCCC)CCC. (6) The reactants are: [Br:1][C:2]1[CH:10]=[CH:9][C:5]([C:6]([OH:8])=O)=[CH:4][C:3]=1[O:11][CH3:12].C[N:14]([CH:16]=O)C.[C:18](Cl)(=[O:22])[C:19](Cl)=O.[CH2:24](Cl)Cl. Given the product [Br:1][C:2]1[CH:10]=[CH:9][C:5]([C:6]([NH:14][CH2:16][CH2:24][O:22][CH2:18][CH3:19])=[O:8])=[CH:4][C:3]=1[O:11][CH3:12], predict the reactants needed to synthesize it. (7) Given the product [F:12][C:13]1[CH:14]=[C:15]([C:19]2[N:24]=[C:23]([N:25]([CH3:34])[C:26]3[CH:31]=[CH:30][N:29]=[C:28]([S:32]([CH3:33])=[O:9])[N:27]=3)[CH:22]=[CH:21][CH:20]=2)[CH:16]=[CH:17][CH:18]=1, predict the reactants needed to synthesize it. The reactants are: C1C=C(Cl)C=C(C(OO)=[O:9])C=1.[F:12][C:13]1[CH:14]=[C:15]([C:19]2[N:24]=[C:23]([N:25]([CH3:34])[C:26]3[CH:31]=[CH:30][N:29]=[C:28]([S:32][CH3:33])[N:27]=3)[CH:22]=[CH:21][CH:20]=2)[CH:16]=[CH:17][CH:18]=1.